Dataset: Ames mutagenicity test results for genotoxicity prediction. Task: Regression/Classification. Given a drug SMILES string, predict its toxicity properties. Task type varies by dataset: regression for continuous values (e.g., LD50, hERG inhibition percentage) or binary classification for toxic/non-toxic outcomes (e.g., AMES mutagenicity, cardiotoxicity, hepatotoxicity). Dataset: ames. The drug is CC(C)=CC1C(C(=O)O)C1(C)C. The result is 0 (non-mutagenic).